Dataset: Full USPTO retrosynthesis dataset with 1.9M reactions from patents (1976-2016). Task: Predict the reactants needed to synthesize the given product. (1) Given the product [CH:1]([C:3]1[CH:4]=[C:5]([C:6]([OH:8])=[O:7])[CH:9]=[C:10]([CH:11]=1)[C:12]([OH:14])=[O:13])=[O:2], predict the reactants needed to synthesize it. The reactants are: [CH:1]([C:3]1[CH:4]=[C:5]([CH:9]=[C:10]([C:12]([O:14]C)=[O:13])[CH:11]=1)[C:6]([OH:8])=[O:7])=[O:2].[Li+].[OH-].Cl. (2) Given the product [CH2:21]([O:23][C:24]([C:7]1[NH:8][CH:9]=[C:10]2[C:6]=1[CH2:5][CH2:4][CH2:3][CH2:11]2)=[O:28])[CH3:22], predict the reactants needed to synthesize it. The reactants are: N12[CH2:11][CH2:10][CH2:9][N:8]=[C:7]1[CH2:6][CH2:5][CH2:4][CH2:3]C2.[N+](C1CCCCC=1)([O-])=O.[CH2:21]([O:23][C:24](=[O:28])C[N+]#[C-])[CH3:22].Cl. (3) Given the product [CH3:3][N:4]1[CH2:9][CH2:8][N:7]([C:13](=[O:14])[CH2:12][C:11](=[O:15])[CH3:10])[CH2:6][CH2:5]1, predict the reactants needed to synthesize it. The reactants are: OC[CH2:3][N:4]1[CH2:9][CH2:8][NH:7][CH2:6][CH2:5]1.[CH2:10]=[C:11]1[O:15][C:13](=[O:14])[CH2:12]1. (4) Given the product [C:6]([C:5]1[CH:4]=[C:3]([CH:10]=[C:9]([C:11]([F:12])([F:13])[F:14])[CH:8]=1)[C:2]([OH:17])=[O:1])#[N:7], predict the reactants needed to synthesize it. The reactants are: [OH:1][CH2:2][C:3]1[CH:4]=[C:5]([CH:8]=[C:9]([C:11]([F:14])([F:13])[F:12])[CH:10]=1)[C:6]#[N:7].CC(C)=[O:17].OS(O)(=O)=O.O=[Cr](=O)=O.O. (5) Given the product [CH:1]1([C:6]2[CH:11]=[C:10]([NH:12][C:13]3[CH:18]=[CH:17][C:16]([CH2:19][C:20]([OH:22])=[O:21])=[CH:15][CH:14]=3)[CH:9]=[C:8]([C:23]([F:26])([F:24])[F:25])[N:7]=2)[CH2:5][CH2:4][CH2:3][CH2:2]1, predict the reactants needed to synthesize it. The reactants are: [C:1]1([C:6]2[CH:11]=[C:10]([NH:12][C:13]3[CH:18]=[CH:17][C:16]([CH2:19][C:20]([OH:22])=[O:21])=[CH:15][CH:14]=3)[CH:9]=[C:8]([C:23]([F:26])([F:25])[F:24])[N:7]=2)[CH2:5][CH2:4][CH2:3][CH:2]=1. (6) Given the product [CH:1]1([C:4]2[O:8][N:7]=[C:6]([C:9]3[C:10]([Cl:16])=[CH:11][CH:12]=[CH:13][C:14]=3[Cl:15])[C:5]=2[CH2:17][O:18][C:19]2[CH:20]=[CH:21][C:22]([C:25]3[CH:34]=[C:33]4[C:28]([CH:29]=[C:30]([C:35]([OH:37])=[O:36])[N:31]=[CH:32]4)=[CH:27][CH:26]=3)=[CH:23][CH:24]=2)[CH2:2][CH2:3]1, predict the reactants needed to synthesize it. The reactants are: [CH:1]1([C:4]2[O:8][N:7]=[C:6]([C:9]3[C:14]([Cl:15])=[CH:13][CH:12]=[CH:11][C:10]=3[Cl:16])[C:5]=2[CH2:17][O:18][C:19]2[CH:24]=[CH:23][C:22]([C:25]3[CH:34]=[C:33]4[C:28]([CH:29]=[C:30]([C:35]([O:37]C)=[O:36])[N:31]=[CH:32]4)=[CH:27][CH:26]=3)=[CH:21][CH:20]=2)[CH2:3][CH2:2]1.O1CCCC1.[OH-].[Na+].Cl.